This data is from TCR-epitope binding with 47,182 pairs between 192 epitopes and 23,139 TCRs. The task is: Binary Classification. Given a T-cell receptor sequence (or CDR3 region) and an epitope sequence, predict whether binding occurs between them. The epitope is YLQPRTFLL. The TCR CDR3 sequence is CASRGLAEQNTGELFF. Result: 1 (the TCR binds to the epitope).